Dataset: Catalyst prediction with 721,799 reactions and 888 catalyst types from USPTO. Task: Predict which catalyst facilitates the given reaction. (1) Reactant: Cl.[CH3:2][C:3]1[S:12][C:11]2[NH:10][C:9]3[CH:13]=[CH:14][CH:15]=[CH:16][C:8]=3[N:7]=[C:6]([NH2:17])[C:5]=2[N:4]=1.[NH:18]1[CH2:23][CH2:22]N[CH2:20][C@@H:19]1[CH2:24][CH2:25][OH:26].C(N(C(C)C)CC)(C)C.CS(C)=O. Product: [CH3:2][C:3]1[S:12][C:11]2[NH:10][C:9]3[CH:13]=[CH:14][CH:15]=[CH:16][C:8]=3[N:7]=[C:6]([N:17]3[CH2:22][CH2:23][NH:18][C@@H:19]([CH2:24][CH2:25][OH:26])[CH2:20]3)[C:5]=2[N:4]=1. The catalyst class is: 11. (2) Reactant: [NH2:1][C:2]1[CH:6]=[CH:5][S:4][C:3]=1[C:7]([O:9][CH3:10])=[O:8].[F:11][C:12]1[CH:17]=[C:16]([F:18])[CH:15]=[CH:14][C:13]=1[S:19](Cl)(=[O:21])=[O:20].N1C=CC=CC=1. Product: [F:11][C:12]1[CH:17]=[C:16]([F:18])[CH:15]=[CH:14][C:13]=1[S:19]([NH:1][C:2]1[CH:6]=[CH:5][S:4][C:3]=1[C:7]([O:9][CH3:10])=[O:8])(=[O:21])=[O:20]. The catalyst class is: 4. (3) Reactant: Cl[C:2]1[N:7]=[CH:6][C:5]([CH:8]=[O:9])=[CH:4][CH:3]=1.[CH2:10]([N:12]1[CH2:17][CH2:16][NH:15][CH2:14][CH2:13]1)[CH3:11]. Product: [CH2:10]([N:12]1[CH2:17][CH2:16][N:15]([C:2]2[N:7]=[CH:6][C:5]([CH:8]=[O:9])=[CH:4][CH:3]=2)[CH2:14][CH2:13]1)[CH3:11]. The catalyst class is: 18. (4) Reactant: Br[C:2]1[CH:16]=[CH:15][CH:14]=[C:13]([O:17][CH3:18])[C:3]=1[CH2:4][O:5][Si:6]([C:9]([CH3:12])([CH3:11])[CH3:10])([CH3:8])[CH3:7].[C:19]([O:23][CH2:24][CH3:25])(=[O:22])[CH:20]=[CH2:21].C(N(CC)CC)C.C1(C)C=CC=CC=1P(C1C=CC=CC=1C)C1C=CC=CC=1C. Product: [Si:6]([O:5][CH2:4][C:3]1[C:13]([O:17][CH3:18])=[CH:14][CH:15]=[CH:16][C:2]=1/[CH:21]=[CH:20]/[C:19]([O:23][CH2:24][CH3:25])=[O:22])([C:9]([CH3:12])([CH3:11])[CH3:10])([CH3:8])[CH3:7]. The catalyst class is: 524. (5) Reactant: [C:1]([O:5][C:6]([N:8]1[CH2:12][CH:11]2[CH:13]([CH2:33]O)[CH:14]([NH:16][C:17](=[O:32])[CH2:18][NH:19][C:20](=[O:31])[C:21]3[CH:26]=[CH:25][CH:24]=[C:23]([C:27]([F:30])([F:29])[F:28])[CH:22]=3)[CH2:15][CH:10]2[CH2:9]1)=[O:7])([CH3:4])([CH3:3])[CH3:2].[C:35]1([S:41][S:41][C:35]2[CH:40]=[CH:39][CH:38]=[CH:37][CH:36]=2)[CH:40]=[CH:39][CH:38]=[CH:37][CH:36]=1.C(P(CCCC)CCCC)CCC. Product: [C:1]([O:5][C:6]([N:8]1[CH2:12][CH:11]2[CH:13]([CH2:33][S:41][C:35]3[CH:40]=[CH:39][CH:38]=[CH:37][CH:36]=3)[CH:14]([NH:16][C:17](=[O:32])[CH2:18][NH:19][C:20](=[O:31])[C:21]3[CH:26]=[CH:25][CH:24]=[C:23]([C:27]([F:29])([F:28])[F:30])[CH:22]=3)[CH2:15][CH:10]2[CH2:9]1)=[O:7])([CH3:3])([CH3:2])[CH3:4]. The catalyst class is: 7. (6) Reactant: O1C2C=CC=CC=2C=C1C1CCCOC1[N:16]1[C:24]2[C:19](=[CH:20][C:21]([C:25]3[NH:29][N:28]=[C:27]([CH2:30][N:31]([CH3:33])[CH3:32])[N:26]=3)=[CH:22][CH:23]=2)[CH:18]=[N:17]1.O1[CH2:39][CH2:38][O:37][CH2:36][CH2:35]1. Product: [O:37]1[C:38]2[CH:39]=[CH:18][CH:19]=[CH:20][C:21]=2[CH:35]=[C:36]1[C:18]1[C:19]2[C:24](=[CH:23][CH:22]=[C:21]([C:25]3[NH:29][N:28]=[C:27]([CH2:30][N:31]([CH3:32])[CH3:33])[N:26]=3)[CH:20]=2)[NH:16][N:17]=1. The catalyst class is: 601. (7) Reactant: N1([CH2:10][NH:11][CH:12]2[CH2:16][CH2:15][CH2:14][CH2:13]2)C2C=CC=CC=2N=N1.[Cl:17][C:18]([Cl:27])=[C:19]([O:25][CH3:26])[O:20][Si](C)(C)C.B(F)(F)F.CCOCC. Product: [CH3:26][O:25][C:19](=[O:20])[C:18]([Cl:27])([Cl:17])[CH2:10][NH:11][CH:12]1[CH2:13][CH2:14][CH2:15][CH2:16]1. The catalyst class is: 4. (8) Reactant: [F:1][C:2]1([F:39])[O:6][C:5]2[CH:7]=[CH:8][C:9]([C:11]3([C:14]([NH:16][C:17]4[CH:22]=[CH:21][C:20]([CH3:23])=[C:19]([C:24]5[CH:29]=[CH:28][C:27]([O:30][CH2:31][C@@H:32]6[CH2:36][O:35]C(C)(C)[O:33]6)=[CH:26][CH:25]=5)[N:18]=4)=[O:15])[CH2:13][CH2:12]3)=[CH:10][C:4]=2[O:3]1.CC1C=CC(S(O)(=O)=O)=CC=1. Product: [F:39][C:2]1([F:1])[O:6][C:5]2[CH:7]=[CH:8][C:9]([C:11]3([C:14]([NH:16][C:17]4[CH:22]=[CH:21][C:20]([CH3:23])=[C:19]([C:24]5[CH:29]=[CH:28][C:27]([O:30][CH2:31][C@@H:32]([OH:33])[CH2:36][OH:35])=[CH:26][CH:25]=5)[N:18]=4)=[O:15])[CH2:13][CH2:12]3)=[CH:10][C:4]=2[O:3]1. The catalyst class is: 24. (9) Reactant: [Br:1][C:2]1[CH:3]=[C:4]2[C:10]([C:11]([OH:13])=O)=[N:9][NH:8][C:5]2=[N:6][CH:7]=1.C1N=CN(C(N2C=NC=C2)=O)C=1.Cl.[CH3:27][NH:28][O:29][CH3:30]. Product: [Br:1][C:2]1[CH:3]=[C:4]2[C:10]([C:11]([N:28]([O:29][CH3:30])[CH3:27])=[O:13])=[N:9][NH:8][C:5]2=[N:6][CH:7]=1. The catalyst class is: 3. (10) Reactant: CS([C:5]1[N:10]=[C:9]([C:11]2[CH:16]=[CH:15][C:14]([S:17]([CH3:20])(=[O:19])=[O:18])=[CH:13][CH:12]=2)[CH:8]=[C:7]([C:21]([F:24])([F:23])[F:22])[N:6]=1)(=O)=O.[CH3:25][O:26][C:27]1[CH:34]=[CH:33][C:30]([CH2:31][NH2:32])=[CH:29][CH:28]=1. Product: [CH3:25][O:26][C:27]1[CH:34]=[CH:33][C:30]([CH2:31][NH:32][C:5]2[N:10]=[C:9]([C:11]3[CH:16]=[CH:15][C:14]([S:17]([CH3:20])(=[O:19])=[O:18])=[CH:13][CH:12]=3)[CH:8]=[C:7]([C:21]([F:24])([F:23])[F:22])[N:6]=2)=[CH:29][CH:28]=1. The catalyst class is: 264.